From a dataset of Forward reaction prediction with 1.9M reactions from USPTO patents (1976-2016). Predict the product of the given reaction. Given the reactants COC(=O)C1C=CC(OCC2C=CC3C(=CC=CC=3)N=2)=CC=1.[CH3:23][N:24]1[CH:28]=[C:27]([C:29]2[CH:34]=[CH:33][N:32]=[CH:31][CH:30]=2)[C:26]([C:35]2[CH:40]=[CH:39][C:38]([OH:41])=[CH:37][CH:36]=2)=[N:25]1.[Cl:42][C:43]1[CH:52]=[C:51]2[C:46]([CH:47]=[CH:48][C:49]([CH2:53]Cl)=[N:50]2)=[CH:45][CH:44]=1, predict the reaction product. The product is: [ClH:42].[Cl:42][C:43]1[CH:52]=[C:51]2[C:46]([CH:47]=[CH:48][C:49]([CH2:53][O:41][C:38]3[CH:39]=[CH:40][C:35]([C:26]4[C:27]([C:29]5[CH:30]=[CH:31][N:32]=[CH:33][CH:34]=5)=[CH:28][N:24]([CH3:23])[N:25]=4)=[CH:36][CH:37]=3)=[N:50]2)=[CH:45][CH:44]=1.